From a dataset of Forward reaction prediction with 1.9M reactions from USPTO patents (1976-2016). Predict the product of the given reaction. (1) Given the reactants Br[CH2:2][CH2:3][O:4][C:5]1[C:10]([CH3:11])=[CH:9][C:8]([C:12]2[NH:21][C:20](=[O:22])[C:19]3[C:14](=[CH:15][CH:16]=[C:17]([O:23][CH3:24])[CH:18]=3)[N:13]=2)=[CH:7][C:6]=1[CH3:25].[NH:26]1[CH2:30][CH2:29][CH2:28][CH2:27]1, predict the reaction product. The product is: [CH3:25][C:6]1[CH:7]=[C:8]([C:12]2[NH:21][C:20](=[O:22])[C:19]3[C:14](=[CH:15][CH:16]=[C:17]([O:23][CH3:24])[CH:18]=3)[N:13]=2)[CH:9]=[C:10]([CH3:11])[C:5]=1[O:4][CH2:3][CH2:2][N:26]1[CH2:30][CH2:29][CH2:28][CH2:27]1. (2) Given the reactants Br[C:2]1[CH:3]=[C:4]([C:8]2[CH:12]=[C:11]([O:13][C:14]3[CH:19]=[CH:18][C:17]([CH:20]([O:23][CH3:24])[O:21][CH3:22])=[CH:16][CH:15]=3)[N:10]([CH2:25][CH3:26])[N:9]=2)[CH:5]=[CH:6][CH:7]=1.[CH3:27][C:28]([S:31]([N:33]=[C:34]1[CH2:37][O:36][CH2:35]1)=[O:32])([CH3:30])[CH3:29], predict the reaction product. The product is: [CH3:22][O:21][CH:20]([O:23][CH3:24])[C:17]1[CH:18]=[CH:19][C:14]([O:13][C:11]2[N:10]([CH2:25][CH3:26])[N:9]=[C:8]([C:4]3[CH:3]=[C:2]([C:34]4([NH:33][S:31]([C:28]([CH3:30])([CH3:29])[CH3:27])=[O:32])[CH2:37][O:36][CH2:35]4)[CH:7]=[CH:6][CH:5]=3)[CH:12]=2)=[CH:15][CH:16]=1. (3) Given the reactants [CH3:1][CH:2]([N:10]1[CH:14]=[C:13]([C:15]2[C:16]3[CH:23]=[CH:22][N:21](COCC[Si](C)(C)C)[C:17]=3[N:18]=[CH:19][N:20]=2)[CH:12]=[N:11]1)[CH2:3][N:4]1[CH2:9][CH2:8][NH:7][CH2:6][CH2:5]1.[C:32]([C:34]1[CH:39]=[CH:38][CH:37]=[CH:36][C:35]=1[S:40](Cl)(=[O:42])=[O:41])#[N:33], predict the reaction product. The product is: [N:18]1[C:17]2[NH:21][CH:22]=[CH:23][C:16]=2[C:15]([C:13]2[CH:12]=[N:11][N:10]([CH:2]([CH3:1])[CH2:3][N:4]3[CH2:5][CH2:6][N:7]([S:40]([C:35]4[CH:36]=[CH:37][CH:38]=[CH:39][C:34]=4[C:32]#[N:33])(=[O:42])=[O:41])[CH2:8][CH2:9]3)[CH:14]=2)=[N:20][CH:19]=1. (4) Given the reactants [Cl:1][C:2]1[CH:3]=[C:4]([OH:11])[C:5](=[CH:9][CH:10]=1)[C:6]([OH:8])=[O:7].S(=O)(=O)(O)O.[C:17](OC(=O)C)(=[O:19])[CH3:18], predict the reaction product. The product is: [C:17]([O:11][C:4]1[CH:3]=[C:2]([Cl:1])[CH:10]=[CH:9][C:5]=1[C:6]([OH:8])=[O:7])(=[O:19])[CH3:18].